Dataset: Reaction yield outcomes from USPTO patents with 853,638 reactions. Task: Predict the reaction yield, written as a fraction of the theoretical maximum amount of product (1.0 means a 100% yield; for example, 0.34 means a 34% yield). (1) The reactants are [Cl:1][C:2]1[CH:3]=[CH:4][C:5]([S:9][CH3:10])=[C:6]([NH2:8])[CH:7]=1.[Cl:11][C:12]1[CH:17]=[CH:16][C:15]([S:18](Cl)(=[O:20])=[O:19])=[C:14]([F:22])[CH:13]=1. No catalyst specified. The product is [Cl:11][C:12]1[CH:17]=[CH:16][C:15]([S:18]([NH:8][C:6]2[CH:7]=[C:2]([Cl:1])[CH:3]=[CH:4][C:5]=2[S:9][CH3:10])(=[O:19])=[O:20])=[C:14]([F:22])[CH:13]=1. The yield is 0.660. (2) The reactants are CC([O:5][C:6]([CH:8]1[C:13]([CH3:15])([CH3:14])[S:12][CH2:11][CH2:10][N:9]1[S:16]([C:19]1[CH:20]=[C:21]2[C:25](=[CH:26][CH:27]=1)[C:24]1[CH2:28][CH2:29][CH2:30][CH2:31][CH2:32][CH2:33][C:23]=1[O:22]2)(=[O:18])=[O:17])=[O:7])(C)C. The catalyst is FC(F)(F)C(O)=O. The product is [CH:20]1[C:19]([S:16]([N:9]2[CH2:10][CH2:11][S:12][C:13]([CH3:15])([CH3:14])[CH:8]2[C:6]([OH:7])=[O:5])(=[O:18])=[O:17])=[CH:27][CH:26]=[C:25]2[C:21]=1[O:22][C:23]1[CH2:33][CH2:32][CH2:31][CH2:30][CH2:29][CH2:28][C:24]=12. The yield is 0.800.